Dataset: Reaction yield outcomes from USPTO patents with 853,638 reactions. Task: Predict the reaction yield, written as a fraction of the theoretical maximum amount of product (1.0 means a 100% yield; for example, 0.34 means a 34% yield). The reactants are [CH2:1]([N:5]1[C:9](=[O:10])[C:8]2[CH:11]=[CH:12][S:13][C:7]=2[C:6]1=[O:14])[CH2:2][CH2:3][CH3:4].C1C(=O)N([Br:22])C(=O)C1. The catalyst is S(=O)(=O)(O)O.FC(F)(F)C(O)=O.O. The product is [Br:22][C:12]1[S:13][C:7]2[C:6](=[O:14])[N:5]([CH2:1][CH2:2][CH2:3][CH3:4])[C:9](=[O:10])[C:8]=2[CH:11]=1. The yield is 0.500.